From a dataset of Reaction yield outcomes from USPTO patents with 853,638 reactions. Predict the reaction yield, written as a fraction of the theoretical maximum amount of product (1.0 means a 100% yield; for example, 0.34 means a 34% yield). (1) The reactants are C([O:3][C:4]([C:6]1[CH:7]=[C:8]2[N:14]=[CH:13][N:12]([CH2:15][C:16]3[CH:32]=[CH:31][C:19]4[N:20]=[C:21]([NH:23][C@@H:24]5[CH2:29][CH2:28][CH2:27][CH2:26][C@H:25]5[OH:30])[S:22][C:18]=4[CH:17]=3)[C:9]2=[N:10][CH:11]=1)=[CH2:5])C.Br[N:34]1[C:38](=[O:39])CC[C:35]1=O.CNC. The catalyst is CN(C=O)C. The product is [C:25]([OH:30])(=[O:39])[CH3:26].[CH3:35][N:34]([CH3:38])[CH2:3][C:4]([C:6]1[CH:7]=[C:8]2[N:14]=[CH:13][N:12]([CH2:15][C:16]3[CH:32]=[CH:31][C:19]4[N:20]=[C:21]([NH:23][C@@H:24]5[CH2:29][CH2:28][CH2:27][CH2:26][C@H:25]5[OH:30])[S:22][C:18]=4[CH:17]=3)[C:9]2=[N:10][CH:11]=1)=[O:5]. The yield is 0.0500. (2) The reactants are [Si:1]([O:8][CH2:9][CH2:10][CH2:11][C@H:12]([C@@H:14]1[C@:31]2([CH3:32])[C@H:17]([C@H:18]3[C@H:28]([CH2:29][CH2:30]2)[C@:26]2([CH3:27])[C:21]([CH2:22][C@@H:23]([O:33][CH:34]4[CH2:39][CH2:38][CH2:37][CH2:36][O:35]4)[CH2:24][CH2:25]2)=[CH:20][C:19]3=[O:40])[CH2:16][CH2:15]1)[CH3:13])([C:4]([CH3:7])([CH3:6])[CH3:5])([CH3:3])[CH3:2]. The catalyst is CCOC(C)=O.[Pt](=O)=O. The product is [Si:1]([O:8][CH2:9][CH2:10][CH2:11][C@H:12]([C@@H:14]1[C@:31]2([CH3:32])[C@H:17]([C@H:18]3[C@H:28]([CH2:29][CH2:30]2)[C@:26]2([CH3:27])[C@H:21]([CH2:22][C@@H:23]([O:33][CH:34]4[CH2:39][CH2:38][CH2:37][CH2:36][O:35]4)[CH2:24][CH2:25]2)[CH2:20][C:19]3=[O:40])[CH2:16][CH2:15]1)[CH3:13])([C:4]([CH3:5])([CH3:6])[CH3:7])([CH3:3])[CH3:2]. The yield is 0.710. (3) The reactants are [Cl:1][C:2]1[S:6][C:5]([C@H:7]2[C@H:12]([OH:13])[C@@H:11]([OH:14])[C@H:10]([OH:15])[C@@H:9]([CH2:16][OH:17])[O:8]2)=[CH:4][C:3]=1[CH2:18][C:19]1[CH:24]=[CH:23][C:22]([OH:25])=[CH:21][CH:20]=1.[CH2:26](Br)[C:27]#[CH:28].C([O-])([O-])=O.[Cs+].[Cs+]. The catalyst is CC(C)=O. The product is [Cl:1][C:2]1[S:6][C:5]([C@H:7]2[C@H:12]([OH:13])[C@@H:11]([OH:14])[C@H:10]([OH:15])[C@@H:9]([CH2:16][OH:17])[O:8]2)=[CH:4][C:3]=1[CH2:18][C:19]1[CH:24]=[CH:23][C:22]([O:25][CH2:28][C:27]#[CH:26])=[CH:21][CH:20]=1. The yield is 0.380. (4) The reactants are [Br:1][C:2]1[CH:7]=[CH:6][C:5]([SH:8])=[CH:4][CH:3]=1.[O-]CC.[Na+].[CH2:13]([O:15][CH:16]([O:19][CH2:20][CH3:21])[CH2:17]Br)[CH3:14]. The catalyst is C(O)C. The product is [Br:1][C:2]1[CH:7]=[CH:6][C:5]([S:8][CH2:17][CH:16]([O:19][CH2:20][CH3:21])[O:15][CH2:13][CH3:14])=[CH:4][CH:3]=1. The yield is 0.965. (5) The reactants are [F:1][C:2]1[CH:7]=[C:6]([F:8])[CH:5]=[CH:4][C:3]=1[N:9]1[C:13]([C:14]2[S:23][C:22]3[C:21]4[N:24]=[C:25]([C:28]#[C:29][C:30]([CH3:33])([OH:32])[CH3:31])[CH:26]=[CH:27][C:20]=4[O:19][CH2:18][CH2:17][C:16]=3[CH:15]=2)=[N:12][CH:11]=[N:10]1.ClC1C=CC2OCCC3C=C(C4N(C5C=CC(F)=CC=5F)N=CN=4)SC=3C=2N=1.CC(O)(C#C)C. No catalyst specified. The product is [F:1][C:2]1[CH:7]=[C:6]([F:8])[CH:5]=[CH:4][C:3]=1[N:9]1[C:13]([C:14]2[S:23][C:22]3[C:21]4[N:24]=[C:25]([CH2:28][CH2:29][C:30]([CH3:33])([OH:32])[CH3:31])[CH:26]=[CH:27][C:20]=4[O:19][CH2:18][CH2:17][C:16]=3[CH:15]=2)=[N:12][CH:11]=[N:10]1. The yield is 0.370. (6) The reactants are Br[C:2]1[CH:3]=[C:4]2[C:9](=[CH:10][CH:11]=1)[NH:8][CH2:7][CH2:6][CH:5]2[CH3:12].[CH3:13][N:14]1[CH:18]=[C:17](B2OC(C)(C)C(C)(C)O2)[CH:16]=[N:15]1.C([O-])([O-])=O.[K+].[K+].O. The catalyst is O1CCOCC1.O.C1C=CC(P(C2C=CC=CC=2)[C-]2C=CC=C2)=CC=1.C1C=CC(P(C2C=CC=CC=2)[C-]2C=CC=C2)=CC=1.Cl[Pd]Cl.[Fe+2]. The product is [CH3:12][CH:5]1[C:4]2[C:9](=[CH:10][CH:11]=[C:2]([C:17]3[CH:16]=[N:15][N:14]([CH3:13])[CH:18]=3)[CH:3]=2)[NH:8][CH2:7][CH2:6]1. The yield is 0.930. (7) The reactants are [Cl:1][C:2]1[C:3](F)=[C:4]([I:14])[C:5]([O:11][CH2:12][CH3:13])=[C:6]([C:8](=[O:10])[CH3:9])[CH:7]=1.[C-:16]#[N:17].[K+]. The catalyst is CN(C=O)C.O. The product is [C:8]([C:6]1[CH:7]=[C:2]([Cl:1])[C:3]([C:16]#[N:17])=[C:4]([I:14])[C:5]=1[O:11][CH2:12][CH3:13])(=[O:10])[CH3:9]. The yield is 0.770. (8) The reactants are [Cl:1][C:2]1[C:3]([C:19]([O:21]CC)=[O:20])=[C:4]2[CH:9]=[CH:8][CH:7]=[N:6][N:5]2[C:10]=1[CH:11]([CH:13]1[CH2:18][CH2:17][O:16][CH2:15][CH2:14]1)[CH3:12].[OH-].[Na+].Cl. The catalyst is O1CCCC1.CO.O. The product is [Cl:1][C:2]1[C:3]([C:19]([OH:21])=[O:20])=[C:4]2[CH:9]=[CH:8][CH:7]=[N:6][N:5]2[C:10]=1[CH:11]([CH:13]1[CH2:18][CH2:17][O:16][CH2:15][CH2:14]1)[CH3:12]. The yield is 1.00.